From a dataset of Forward reaction prediction with 1.9M reactions from USPTO patents (1976-2016). Predict the product of the given reaction. (1) Given the reactants [Br:1][C:2]1[C@@H:7](O)[C@@H:6]([OH:9])[C@@H:5]([NH:10][C:11](=[O:13])[CH3:12])[C@H:4]([O:14][CH:15]([CH2:18][CH3:19])[CH2:16][CH3:17])[CH:3]=1.C(OC(C)(C)C([Br:27])=O)(=O)C.C1C[O:33][CH2:32][CH2:31]1, predict the reaction product. The product is: [C:32]([O:9][C@H:6]1[C@@H:5]([NH:10][C:11](=[O:13])[CH3:12])[C@H:4]([O:14][CH:15]([CH2:18][CH3:19])[CH2:16][CH3:17])[CH:3]=[C:2]([Br:1])[C@@H:7]1[Br:27])(=[O:33])[CH3:31]. (2) Given the reactants [C:1]1(=[O:7])[O:6][C:4](=[O:5])[CH2:3][CH2:2]1.[CH2:8]([NH:10][CH2:11][CH2:12][CH2:13][NH:14][C:15]1[C:24]2[C:19](=[C:20]([CH3:32])[C:21]3[NH:27][C:26]4[CH:28]=[CH:29][N:30]=[CH:31][C:25]=4[C:22]=3[CH:23]=2)[CH:18]=[CH:17][N:16]=1)[CH3:9], predict the reaction product. The product is: [CH2:8]([N:10]([CH2:11][CH2:12][CH2:13][NH:14][C:15]1[C:24]2[C:19](=[C:20]([CH3:32])[C:21]3[NH:27][C:26]4[CH:28]=[CH:29][N:30]=[CH:31][C:25]=4[C:22]=3[CH:23]=2)[CH:18]=[CH:17][N:16]=1)[C:1](=[O:7])[CH2:2][CH2:3][C:4]([OH:6])=[O:5])[CH3:9]. (3) Given the reactants Cl.FC1C=C(C=CC=1)CN1C=C(C2C3C(=NC=C(C4C=CC(C5CCNCC5)=CC=4)C=3)N(S(C3C=CC(C)=CC=3)(=O)=O)C=2)C=N1.[F:46][C:47]1[CH:48]=[C:49]([CH:88]=[C:89]([F:91])[CH:90]=1)[CH2:50][N:51]1[CH:55]=[C:54]([C:56]2[C:64]3[C:59](=[N:60][CH:61]=[C:62]([C:65]4[CH:66]=[N:67][C:68]([N:71]5[CH2:76][CH2:75][N:74]([CH3:77])[CH2:73][CH2:72]5)=[CH:69][CH:70]=4)[CH:63]=3)[N:58](S(C3C=CC(C)=CC=3)(=O)=O)[CH:57]=2)[CH:53]=[N:52]1.[OH-].[Li+], predict the reaction product. The product is: [F:46][C:47]1[CH:48]=[C:49]([CH:88]=[C:89]([F:91])[CH:90]=1)[CH2:50][N:51]1[CH:55]=[C:54]([C:56]2[C:64]3[C:59](=[N:60][CH:61]=[C:62]([C:65]4[CH:66]=[N:67][C:68]([N:71]5[CH2:72][CH2:73][N:74]([CH3:77])[CH2:75][CH2:76]5)=[CH:69][CH:70]=4)[CH:63]=3)[NH:58][CH:57]=2)[CH:53]=[N:52]1. (4) Given the reactants Cl[C:2]1[N:7]=[C:6]([O:8][C:9]2[C:18]3[C:13](=[CH:14][CH:15]=[CH:16][CH:17]=3)[C:12]([NH:19][C:20]([NH:22][C:23]3[N:27]([C:28]4[CH:33]=[CH:32][C:31]([CH3:34])=[CH:30][CH:29]=4)[N:26]=[C:25]([CH:35]([CH3:37])[CH3:36])[CH:24]=3)=[O:21])=[CH:11][CH:10]=2)[CH:5]=[CH:4][N:3]=1.[CH3:38][O:39][C:40]1[CH:41]=[C:42]([CH:44]=[C:45]([S:47]([CH2:50][CH2:51][O:52][CH2:53][CH2:54][O:55][CH2:56][CH2:57][O:58][CH3:59])(=[O:49])=[O:48])[CH:46]=1)[NH2:43].C1COCC1, predict the reaction product. The product is: [CH:35]([C:25]1[CH:24]=[C:23]([NH:22][C:20]([NH:19][C:12]2[C:13]3[C:18](=[CH:17][CH:16]=[CH:15][CH:14]=3)[C:9]([O:8][C:6]3[CH:5]=[CH:4][N:3]=[C:2]([NH:43][C:42]4[CH:44]=[C:45]([S:47]([CH2:50][CH2:51][O:52][CH2:53][CH2:54][O:55][CH2:56][CH2:57][O:58][CH3:59])(=[O:48])=[O:49])[CH:46]=[C:40]([O:39][CH3:38])[CH:41]=4)[N:7]=3)=[CH:10][CH:11]=2)=[O:21])[N:27]([C:28]2[CH:33]=[CH:32][C:31]([CH3:34])=[CH:30][CH:29]=2)[N:26]=1)([CH3:37])[CH3:36]. (5) Given the reactants Cl.Cl.[NH2:3][C:4]1[CH:27]=[CH:26][C:7]([O:8][C:9]2[N:14]=[CH:13][C:12]([NH:15][C:16](=[O:25])[C:17]3[CH:22]=[CH:21][C:20]([Cl:23])=[C:19]([Cl:24])[CH:18]=3)=[CH:11][CH:10]=2)=[CH:6][CH:5]=1.[C:28]([O:32][C:33]([N:35]1[CH2:40][CH2:39][CH:38]([C:41](O)=[O:42])[CH2:37][CH2:36]1)=[O:34])([CH3:31])([CH3:30])[CH3:29].C(N(CC)CC)C.O.ON1C2C=CC=CC=2N=N1.Cl.C(N=C=NCCCN(C)C)C, predict the reaction product. The product is: [Cl:24][C:19]1[CH:18]=[C:17]([CH:22]=[CH:21][C:20]=1[Cl:23])[C:16]([NH:15][C:12]1[CH:11]=[CH:10][C:9]([O:8][C:7]2[CH:26]=[CH:27][C:4]([NH:3][C:41]([CH:38]3[CH2:39][CH2:40][N:35]([C:33]([O:32][C:28]([CH3:31])([CH3:30])[CH3:29])=[O:34])[CH2:36][CH2:37]3)=[O:42])=[CH:5][CH:6]=2)=[N:14][CH:13]=1)=[O:25].